From a dataset of Reaction yield outcomes from USPTO patents with 853,638 reactions. Predict the reaction yield, written as a fraction of the theoretical maximum amount of product (1.0 means a 100% yield; for example, 0.34 means a 34% yield). (1) The yield is 0.670. The product is [CH2:31]([NH:30][C:28]([C:24]1[S:23][C:22]([N:19]2[CH:17]=[C:16]([C@H:15]([OH:18])[C:9]3[CH:14]=[CH:13][CH:12]=[CH:11][CH:10]=3)[N:21]=[N:20]2)=[N:26][C:25]=1[CH3:27])=[O:29])[C:32]1[CH:33]=[CH:34][CH:35]=[CH:36][CH:37]=1. No catalyst specified. The reactants are C1(C#C)C=CC=CC=1.[C:9]1([C@H:15]([OH:18])[C:16]#[CH:17])[CH:14]=[CH:13][CH:12]=[CH:11][CH:10]=1.[N:19]([C:22]1[S:23][C:24]([C:28]([NH:30][CH2:31][C:32]2[CH:37]=[CH:36][CH:35]=[CH:34][CH:33]=2)=[O:29])=[C:25]([CH3:27])[N:26]=1)=[N+:20]=[N-:21]. (2) The product is [Cl:24][C:22]1[CH:23]=[C:15]([C:4]2[C:5]3[C:10](=[CH:9][CH:8]=[CH:7][CH:6]=3)[CH:1]=[N:2][CH:3]=2)[CH:16]=[C:17]2[C:21]=1[NH:20][N:19]=[CH:18]2. The catalyst is C1C=CC([P]([Pd]([P](C2C=CC=CC=2)(C2C=CC=CC=2)C2C=CC=CC=2)([P](C2C=CC=CC=2)(C2C=CC=CC=2)C2C=CC=CC=2)[P](C2C=CC=CC=2)(C2C=CC=CC=2)C2C=CC=CC=2)(C2C=CC=CC=2)C2C=CC=CC=2)=CC=1.C(COC)OC. The yield is 0.720. The reactants are [CH:1]1[C:10]2[C:5](=[CH:6][CH:7]=[CH:8][CH:9]=2)[C:4](B(O)O)=[CH:3][N:2]=1.Br[C:15]1[CH:16]=[C:17]2[C:21](=[C:22]([Cl:24])[CH:23]=1)[NH:20][N:19]=[CH:18]2.C(=O)([O-])[O-].[Na+].[Na+]. (3) The reactants are [Br:1][C:2]1[C:6]2[C:7]([NH2:12])=[N:8][CH:9]=[C:10](I)[C:5]=2[S:4][CH:3]=1.C1(P(C2C=CC=CC=2)C2C=CC=CC=2)C=CC=CC=1.C(=O)([O-])[O-].[Na+].[Na+].[C:38](#[N:41])[CH:39]=[CH2:40]. The catalyst is CN(C)C=O.C([O-])(=O)C.[Pd+2].C([O-])(=O)C. The product is [NH2:12][C:7]1[C:6]2[C:2]([Br:1])=[CH:3][S:4][C:5]=2[C:10](/[CH:40]=[CH:39]/[C:38]#[N:41])=[CH:9][N:8]=1. The yield is 0.880.